This data is from Catalyst prediction with 721,799 reactions and 888 catalyst types from USPTO. The task is: Predict which catalyst facilitates the given reaction. (1) Reactant: [C:1]([O:4][C@H:5]1[CH2:10][CH2:9][C@@:8]([C@H:12]2[CH2:20][CH2:19][C@@:18]3([CH3:21])[C@@H:14]([CH2:15][CH2:16][C@@:17]3([OH:27])[C:22]3[S:23][CH:24]=[CH:25][CH:26]=3)[C@@H:13]2[CH2:28][OH:29])([CH3:11])[C@@H:7]([CH2:30][OH:31])[CH2:6]1)(=[O:3])[CH3:2].[CH3:32][C:33](OC(C)=O)=[O:34]. Product: [C:33]([O:31][CH2:30][C@H:7]1[CH2:6][C@@H:5]([O:4][C:1](=[O:3])[CH3:2])[CH2:10][CH2:9][C@@:8]1([C@H:12]1[CH2:20][CH2:19][C@@:18]2([CH3:21])[C@@H:14]([CH2:15][CH2:16][C@@:17]2([OH:27])[C:22]2[S:23][CH:24]=[CH:25][CH:26]=2)[C@@H:13]1[CH2:28][OH:29])[CH3:11])(=[O:34])[CH3:32]. The catalyst class is: 377. (2) Reactant: [C:1]([C:4]1[C:9]([C:10]2[CH:15]=[CH:14][CH:13]=[CH:12][CH:11]=2)=[N:8][N:7]([CH:16]([CH3:18])[CH3:17])[C:6](=[O:19])[CH:5]=1)(=[O:3])[CH3:2]. Product: [OH:3][CH:1]([C:4]1[C:9]([C:10]2[CH:15]=[CH:14][CH:13]=[CH:12][CH:11]=2)=[N:8][N:7]([CH:16]([CH3:18])[CH3:17])[C:6](=[O:19])[CH:5]=1)[CH3:2]. The catalyst class is: 36. (3) Reactant: [CH3:1][O:2][N:3]([CH3:16])[C:4]([C:6]1[C:10]2[CH2:11][NH:12][CH:13]([CH3:15])[CH2:14][C:9]=2[NH:8][N:7]=1)=[O:5].[Cl:17][C:18]1[CH:19]=[C:20]([NH:24][C:25](=O)[O:26]C2C=CC=CC=2)[CH:21]=[CH:22][CH:23]=1.O. Product: [Cl:17][C:18]1[CH:19]=[C:20]([NH:24][C:25]([N:12]2[CH:13]([CH3:15])[CH2:14][C:9]3[NH:8][N:7]=[C:6]([C:4]([N:3]([O:2][CH3:1])[CH3:16])=[O:5])[C:10]=3[CH2:11]2)=[O:26])[CH:21]=[CH:22][CH:23]=1. The catalyst class is: 2. (4) Reactant: O[C:2]([CH:5]1[C:14](=[O:15])[N:8]2[C:9]([CH3:13])([CH3:12])[O:10][CH2:11][C@H:7]2[CH2:6]1)([CH3:4])[CH3:3].CS(Cl)(=O)=O.C(N(CC)CC)C. Product: [CH3:12][C:9]1([CH3:13])[N:8]2[C:14](=[O:15])[C:5](=[C:2]([CH3:4])[CH3:3])[CH2:6][C@@H:7]2[CH2:11][O:10]1. The catalyst class is: 2. (5) Product: [Cl:15][C:11]1[C:12]([F:14])=[CH:13][C:8]2[N:7]=[C:19]([C:20]3[CH:25]=[CH:24][CH:23]=[C:22]([C:26]4[CH:31]=[CH:30][CH:29]=[CH:28][N:27]=4)[CH:21]=3)[CH2:18][C:17](=[O:33])[NH:16][C:9]=2[CH:10]=1. The catalyst class is: 2. Reactant: C(OC(=O)[NH:7][C:8]1[CH:13]=[C:12]([F:14])[C:11]([Cl:15])=[CH:10][C:9]=1[NH:16][C:17](=[O:33])[CH2:18][C:19](=O)[C:20]1[CH:25]=[CH:24][CH:23]=[C:22]([C:26]2[CH:31]=[CH:30][CH:29]=[CH:28][N:27]=2)[CH:21]=1)(C)(C)C.C(O)(C(F)(F)F)=O. (6) Reactant: [N:1]1([C:7]([C:9]2[CH:14]=[CH:13][C:12]([C:15]3[CH:16]=[CH:17][C:18]4[N:19]([C:21]([C:24]#[C:25][C:26]5[C:31]([C:32]([F:35])([F:34])[F:33])=[CH:30][N:29]=[C:28]6[N:36](C(OC(C)(C)C)=O)[CH:37]=[CH:38][C:27]=56)=[CH:22][N:23]=4)[N:20]=3)=[CH:11][CH:10]=2)=[O:8])[CH2:6][CH2:5][O:4][CH2:3][CH2:2]1.C(O)(C(F)(F)F)=O. Product: [O:4]1[CH2:3][CH2:2][N:1]([C:7]([C:9]2[CH:10]=[CH:11][C:12]([C:15]3[CH:16]=[CH:17][C:18]4[N:19]([C:21]([C:24]#[C:25][C:26]5[C:31]([C:32]([F:33])([F:35])[F:34])=[CH:30][N:29]=[C:28]6[NH:36][CH:37]=[CH:38][C:27]=56)=[CH:22][N:23]=4)[N:20]=3)=[CH:13][CH:14]=2)=[O:8])[CH2:6][CH2:5]1. The catalyst class is: 2. (7) The catalyst class is: 3. Reactant: O[C:2]1C2NC(=O)COC=2C=CC=1.C([O-])([O-])=O.[K+].[K+].BrCC(OCC)=O.[O:26]=[C:27]1[CH2:32][O:31][C:30]2[CH:33]=[CH:34][CH:35]=[C:36]([O:37][CH2:38][C:39]([O:41][CH2:42][CH3:43])=[O:40])[C:29]=2[NH:28]1.CI. Product: [CH3:2][N:28]1[C:27](=[O:26])[CH2:32][O:31][C:30]2[CH:33]=[CH:34][CH:35]=[C:36]([O:37][CH2:38][C:39]([O:41][CH2:42][CH3:43])=[O:40])[C:29]1=2. (8) Reactant: [F:1][C:2]1[CH:3]=[CH:4][C:5]([O:19][CH3:20])=[C:6]([C:8]([CH3:18])([CH3:17])[CH2:9][C:10]2([C:13]([F:16])([F:15])[F:14])[CH2:12][O:11]2)[CH:7]=1.[NH:21]1[C:29]2[C:24](=[CH:25][CH:26]=[CH:27][CH:28]=2)[C:23](=[O:30])[NH:22]1.C[Si]([N-][Si](C)(C)C)(C)C.[Na+]. Product: [F:1][C:2]1[CH:3]=[CH:4][C:5]([O:19][CH3:20])=[C:6]([C:8]([CH3:18])([CH3:17])[CH2:9][C:10]([OH:11])([C:13]([F:16])([F:15])[F:14])[CH2:12][N:21]2[C:29]3[C:24](=[CH:25][CH:26]=[CH:27][CH:28]=3)[C:23](=[O:30])[NH:22]2)[CH:7]=1. The catalyst class is: 148. (9) Reactant: [N+:1]([C:4]1[CH:5]=[C:6](/[CH:10]=[CH:11]/[C:12]2[CH:17]=[CH:16][CH:15]=[CH:14][N:13]=2)[CH:7]=[CH:8][CH:9]=1)([O-])=O.O.O.[Sn](Cl)Cl. Product: [N:13]1[CH:14]=[CH:15][CH:16]=[CH:17][C:12]=1/[CH:11]=[CH:10]/[C:6]1[CH:5]=[C:4]([NH2:1])[CH:9]=[CH:8][CH:7]=1. The catalyst class is: 14. (10) Reactant: [CH2:1]([O:5][C:6]1[CH:11]=[C:10](SC)[N:9]=[CH:8][N:7]=1)[C:2]#[C:3][CH3:4].Cl[C:15]1C=CC=C(C(OO)=O)C=1.[S:25]([O-:29])([O-])(=[O:27])=S.[Na+].[Na+]. Product: [CH2:1]([O:5][C:6]1[CH:11]=[C:10]([S:25]([CH3:15])(=[O:29])=[O:27])[N:9]=[CH:8][N:7]=1)[C:2]#[C:3][CH3:4]. The catalyst class is: 22.